Predict the reactants needed to synthesize the given product. From a dataset of Full USPTO retrosynthesis dataset with 1.9M reactions from patents (1976-2016). (1) Given the product [Cl:24][C:25]1[CH:26]=[C:27]([N:31]2[C:7]([C:9]3[CH:14]=[CH:13][CH:12]=[C:11]([O:15][C:16]([F:19])([F:18])[F:17])[CH:10]=3)=[CH:6][C:5]([C:4]([O:3][CH2:1][CH3:2])=[O:21])=[N:32]2)[CH:28]=[CH:29][CH:30]=1, predict the reactants needed to synthesize it. The reactants are: [CH2:1]([O:3][C:4](=[O:21])[C:5](=O)/[CH:6]=[C:7](/[C:9]1[CH:14]=[CH:13][CH:12]=[C:11]([O:15][C:16]([F:19])([F:18])[F:17])[CH:10]=1)\[O-])[CH3:2].[Li+].Cl.[Cl:24][C:25]1[CH:26]=[C:27]([NH:31][NH2:32])[CH:28]=[CH:29][CH:30]=1. (2) Given the product [NH:12]1[C:13]2[C:18](=[CH:17][CH:16]=[CH:15][CH:14]=2)[C:10]([C:8](=[O:9])[CH:26]([NH:33][C:34]2[CH:41]=[CH:40][C:37]([C:38]#[N:39])=[C:36]([O:42][CH3:43])[CH:35]=2)[C:27]2[CH:28]=[CH:29][CH:30]=[CH:31][CH:32]=2)=[CH:11]1, predict the reactants needed to synthesize it. The reactants are: C(N(CC)CC)C.[CH:8]([C:10]1[C:18]2[C:13](=[CH:14][CH:15]=[CH:16][CH:17]=2)[N:12](C(OC(C)(C)C)=O)[CH:11]=1)=[O:9].[CH:26](=[N:33][C:34]1[CH:41]=[CH:40][C:37]([C:38]#[N:39])=[C:36]([O:42][CH3:43])[CH:35]=1)[C:27]1[CH:32]=[CH:31][CH:30]=[CH:29][CH:28]=1. (3) Given the product [C:1]([O:5][C:6]([N:8]1[CH2:13][CH2:12][N:11]([C:14]2[C:19]([O:48][CH2:41][C:42]3[CH:47]=[CH:46][CH:45]=[CH:44][CH:43]=3)=[CH:18][N:17]=[CH:16][N:15]=2)[CH2:10][CH2:9]1)=[O:7])([CH3:4])([CH3:3])[CH3:2], predict the reactants needed to synthesize it. The reactants are: [C:1]([O:5][C:6]([N:8]1[CH2:13][CH2:12][N:11]([C:14]2[C:19](I)=[CH:18][N:17]=[CH:16][N:15]=2)[CH2:10][CH2:9]1)=[O:7])([CH3:4])([CH3:3])[CH3:2].N1C2C(=CC=C3C=2N=CC=C3)C=CC=1.C([O-])([O-])=O.[Cs+].[Cs+].[CH2:41]([OH:48])[C:42]1[CH:47]=[CH:46][CH:45]=[CH:44][CH:43]=1. (4) Given the product [Br:21][C:22]1[C:23]([NH:38][C:39](=[O:46])[C:40]2[CH:41]=[CH:42][CH:43]=[CH:44][CH:45]=2)=[N:24][C:25]([NH:29][C:30]2[CH:35]=[CH:34][C:33]([C:36]#[N:37])=[CH:32][CH:31]=2)=[N:26][C:27]=1[O:10][C:9]1[C:8]([CH3:11])=[CH:7][C:4]([C:5]#[N:6])=[CH:3][C:2]=1[CH3:1], predict the reactants needed to synthesize it. The reactants are: [CH3:1][C:2]1[CH:3]=[C:4]([CH:7]=[C:8]([CH3:11])[C:9]=1[OH:10])[C:5]#[N:6].CC1C=CN=C(N)C=1C.[Br:21][C:22]1[C:23]([NH:38][C:39](=[O:46])[C:40]2[CH:45]=[CH:44][CH:43]=[CH:42][CH:41]=2)=[N:24][C:25]([NH:29][C:30]2[CH:35]=[CH:34][C:33]([C:36]#[N:37])=[CH:32][CH:31]=2)=[N:26][C:27]=1Cl. (5) The reactants are: [Cl-].C[Al+]C.[NH2:5][C:6]1[CH:11]=[CH:10][C:9]([CH3:12])=[CH:8][N:7]=1.C([O:15][C:16]([C:18]1[CH:19]=[C:20]([O:27][C:28]2[CH:33]=[CH:32][C:31]([S:34]([CH3:37])(=[O:36])=[O:35])=[CH:30][CH:29]=2)[C:21]2[CH:25]=[CH:24][S:23][C:22]=2[CH:26]=1)=O)C. Given the product [CH3:12][C:9]1[CH:10]=[CH:11][C:6]([NH:5][C:16]([C:18]2[CH:19]=[C:20]([O:27][C:28]3[CH:29]=[CH:30][C:31]([S:34]([CH3:37])(=[O:36])=[O:35])=[CH:32][CH:33]=3)[C:21]3[CH:25]=[CH:24][S:23][C:22]=3[CH:26]=2)=[O:15])=[N:7][CH:8]=1, predict the reactants needed to synthesize it. (6) Given the product [NH2:7][C:8]1[C:17]2[C:12](=[CH:13][CH:14]=[CH:15][CH:16]=2)[C:11]([O:18][C:19]2[CH:24]=[CH:23][N:22]=[C:21]([NH:25][C:26]3[CH:31]=[C:30]([CH:29]=[C:28]([O:44][CH3:45])[CH:27]=3)[C:32]([NH:33][CH2:34][CH2:35][N:36]3[CH2:41][CH2:40][N:39]([CH3:42])[CH2:38][CH2:37]3)=[O:43])[CH:20]=2)=[CH:10][CH:9]=1, predict the reactants needed to synthesize it. The reactants are: C(OC(=O)[NH:7][C:8]1[C:17]2[C:12](=[CH:13][CH:14]=[CH:15][CH:16]=2)[C:11]([O:18][C:19]2[CH:24]=[CH:23][N:22]=[C:21]([NH:25][C:26]3[CH:31]=[C:30]([C:32](=[O:43])[NH:33][CH2:34][CH2:35][N:36]4[CH2:41][CH2:40][N:39]([CH3:42])[CH2:38][CH2:37]4)[CH:29]=[C:28]([O:44][CH3:45])[CH:27]=3)[CH:20]=2)=[CH:10][CH:9]=1)(C)(C)C.C(O)(C(F)(F)F)=O. (7) Given the product [C:1]([O:5][C:6](=[O:7])[NH:8][C:9]1[CH:24]=[CH:23][CH:22]=[C:11]([CH2:12][N:13]2[CH2:14][CH2:15][CH:16]([C:19](=[O:21])[NH:46][CH:40]3[CH2:45][CH2:44][CH2:43][CH2:42][CH2:41]3)[CH2:17][CH2:18]2)[CH:10]=1)([CH3:4])([CH3:2])[CH3:3], predict the reactants needed to synthesize it. The reactants are: [C:1]([O:5][C:6]([NH:8][C:9]1[CH:10]=[C:11]([CH:22]=[CH:23][CH:24]=1)[CH2:12][N:13]1[CH2:18][CH2:17][CH:16]([C:19]([OH:21])=O)[CH2:15][CH2:14]1)=[O:7])([CH3:4])([CH3:3])[CH3:2].C(Cl)(=O)C(Cl)=O.CCN(C(C)C)C(C)C.[CH:40]1([NH2:46])[CH2:45][CH2:44][CH2:43][CH2:42][CH2:41]1.